This data is from Full USPTO retrosynthesis dataset with 1.9M reactions from patents (1976-2016). The task is: Predict the reactants needed to synthesize the given product. (1) Given the product [CH2:1]([N:3]1[CH:7]=[N:6][C:5]([C:8]2[CH:9]=[C:10]([CH:27]=[CH:28][CH:29]=2)[CH2:11][C:12]2[C:17](=[O:18])[CH:16]=[CH:15][N:14]([C:19]3[CH:20]=[C:21]([CH:24]=[CH:25][CH:26]=3)[C:22]([NH2:23])=[O:31])[N:13]=2)=[N:4]1)[CH3:2], predict the reactants needed to synthesize it. The reactants are: [CH2:1]([N:3]1[CH:7]=[N:6][C:5]([C:8]2[CH:9]=[C:10]([CH:27]=[CH:28][CH:29]=2)[CH2:11][C:12]2[C:17](=[O:18])[CH:16]=[CH:15][N:14]([C:19]3[CH:20]=[C:21]([CH:24]=[CH:25][CH:26]=3)[C:22]#[N:23])[N:13]=2)=[N:4]1)[CH3:2].C([O-])([O-])=[O:31].[K+].[K+].OO.O. (2) Given the product [F:14][C:11]1[CH:10]=[CH:9][C:8]([C:5]2[CH:6]=[CH:7][C:2]3[N:1]=[C:19]([OH:21])[N:17]=[C:15]([OH:16])[C:3]=3[N:4]=2)=[CH:13][CH:12]=1, predict the reactants needed to synthesize it. The reactants are: [NH2:1][C:2]1[C:3]([C:15]([NH2:17])=[O:16])=[N:4][C:5]([C:8]2[CH:13]=[CH:12][C:11]([F:14])=[CH:10][CH:9]=2)=[CH:6][CH:7]=1.Cl[C:19](Cl)([O:21]C(=O)OC(Cl)(Cl)Cl)Cl. (3) The reactants are: [CH:1]1([C:7](=O)[CH2:8][CH:9]2[C:17]3[C:12](=[CH:13][CH:14]=[CH:15][CH:16]=3)[C:11]3=[CH:18][N:19]=[CH:20][N:10]23)[CH2:6][CH2:5][CH2:4][CH2:3][CH2:2]1.C([O-])(=O)C.[NH4+:26].[Na]. Given the product [CH:1]1([CH:7]([NH2:26])[CH2:8][CH:9]2[C:17]3[C:12](=[CH:13][CH:14]=[CH:15][CH:16]=3)[C:11]3=[CH:18][N:19]=[CH:20][N:10]23)[CH2:6][CH2:5][CH2:4][CH2:3][CH2:2]1, predict the reactants needed to synthesize it. (4) Given the product [CH3:1][O:2][C:3]([C:5]1[CH:6]=[C:7]2[CH:13]=[C:12]([C:14]([O:19][S:45]([C:42]3[CH:43]=[CH:44][C:39]([CH3:59])=[CH:40][CH:41]=3)(=[O:47])=[O:46])=[CH:15][CH:16]([CH3:18])[CH3:17])[N:11]([S:20]([C:23]3[CH:24]=[CH:25][CH:26]=[CH:27][CH:28]=3)(=[O:21])=[O:22])[C:8]2=[N:9][CH:10]=1)=[O:4], predict the reactants needed to synthesize it. The reactants are: [CH3:1][O:2][C:3]([C:5]1[CH:6]=[C:7]2[CH:13]=[C:12]([C:14](=[O:19])[CH2:15][CH:16]([CH3:18])[CH3:17])[N:11]([S:20]([C:23]3[CH:28]=[CH:27][CH:26]=[CH:25][CH:24]=3)(=[O:22])=[O:21])[C:8]2=[N:9][CH:10]=1)=[O:4].C[Si]([N-][Si](C)(C)C)(C)C.[Li+].[C:39]1([CH3:59])[CH:44]=[CH:43][C:42]([S:45](O[S:45]([C:42]2[CH:43]=[CH:44][C:39]([CH3:59])=[CH:40][CH:41]=2)(=[O:47])=[O:46])(=[O:47])=[O:46])=[CH:41][CH:40]=1. (5) The reactants are: [CH2:1]([C@H:5]1[O:7][C@@H:6]1[C:8]([OH:10])=O)[CH2:2][CH2:3][CH3:4].CCCCC(F)(F)C(O)CC[C@@H]1[C@@H](CCCCCCC(O)=O)C(=O)C[C@H]1O.C1CCC(NC2CCCCC2)CC1.C(Cl)(=O)C(C)(C)C.C(N(CC)CC)C.Cl.[CH3:66][O:67][C:68](=[O:78])[C@H:69]([CH2:71][C:72]1[CH:77]=[CH:76][CH:75]=[CH:74][CH:73]=1)[NH2:70]. Given the product [CH3:66][O:67][C:68](=[O:78])[C@@H:69]([NH:70][C:8]([C@@H:6]1[C@@H:5]([CH2:1][CH2:2][CH2:3][CH3:4])[O:7]1)=[O:10])[CH2:71][C:72]1[CH:77]=[CH:76][CH:75]=[CH:74][CH:73]=1, predict the reactants needed to synthesize it. (6) Given the product [Cl:23][C:24]1[CH:25]=[C:26]([NH:31][C:32]([N:18]2[CH2:19][CH2:20][C:21](=[O:22])[N:15]([CH2:14][CH2:13][CH2:12][N:10]3[CH2:9][CH2:8][C:5]4([CH2:6][CH2:7]4)[C@H:4]([OH:3])[CH2:11]3)[CH2:16][CH2:17]2)=[O:33])[CH:27]=[CH:28][C:29]=1[Cl:30], predict the reactants needed to synthesize it. The reactants are: Cl.Cl.[OH:3][C@@H:4]1[CH2:11][N:10]([CH2:12][CH2:13][CH2:14][N:15]2[C:21](=[O:22])[CH2:20][CH2:19][NH:18][CH2:17][CH2:16]2)[CH2:9][CH2:8][C:5]21[CH2:7][CH2:6]2.[Cl:23][C:24]1[CH:25]=[C:26]([N:31]=[C:32]=[O:33])[CH:27]=[CH:28][C:29]=1[Cl:30]. (7) Given the product [CH3:13][O:12][C:9]1[CH:10]=[CH:11][C:6]([C@@H:2]([NH:1][C:30](=[O:31])[CH2:29][C:26]2[CH:27]=[CH:28][C:23]([O:22][CH3:21])=[CH:24][CH:25]=2)[C:3]([NH2:5])=[O:4])=[CH:7][CH:8]=1, predict the reactants needed to synthesize it. The reactants are: [NH2:1][C@H:2]([C:6]1[CH:11]=[CH:10][C:9]([O:12][CH3:13])=[CH:8][CH:7]=1)[C:3]([NH2:5])=[O:4].C(N(CC)CC)C.[CH3:21][O:22][C:23]1[CH:28]=[CH:27][C:26]([CH2:29][C:30](Cl)=[O:31])=[CH:25][CH:24]=1.O.